This data is from Forward reaction prediction with 1.9M reactions from USPTO patents (1976-2016). The task is: Predict the product of the given reaction. (1) Given the reactants Br[CH2:2][CH2:3][C:4]1[CH:13]=[CH:12][C:7]([C:8]([O:10][CH3:11])=[O:9])=[CH:6][CH:5]=1.[I-:14].[Na+], predict the reaction product. The product is: [I:14][CH2:2][CH2:3][C:4]1[CH:13]=[CH:12][C:7]([C:8]([O:10][CH3:11])=[O:9])=[CH:6][CH:5]=1. (2) Given the reactants [OH:1][CH2:2][CH2:3][C:4]1[CH:9]=[CH:8][C:7]([NH:10][C:11]([C:13]2[C:14]([C:19]3[CH:24]=[CH:23][C:22]([C:25]([F:28])([F:27])[F:26])=[CH:21][CH:20]=3)=[CH:15][CH:16]=[CH:17][CH:18]=2)=[O:12])=[CH:6][CH:5]=1.O[C:30]1[CH:35]=[CH:34][CH:33]=[CH:32][N:31]=1.C1(P(C2C=CC=CC=2)C2C=CC=CC=2)C=CC=CC=1.N(C(OCC)=O)=NC(OCC)=O, predict the reaction product. The product is: [N:31]1[CH:32]=[CH:33][CH:34]=[CH:35][C:30]=1[O:1][CH2:2][CH2:3][C:4]1[CH:9]=[CH:8][C:7]([NH:10][C:11]([C:13]2[C:14]([C:19]3[CH:20]=[CH:21][C:22]([C:25]([F:26])([F:27])[F:28])=[CH:23][CH:24]=3)=[CH:15][CH:16]=[CH:17][CH:18]=2)=[O:12])=[CH:6][CH:5]=1. (3) Given the reactants [CH3:1][O:2][C:3]1[CH:8]=[CH:7][N:6]=[C:5]2[N:9]([CH:12]([CH2:17][CH:18]3[CH2:23][CH2:22][O:21][CH2:20][CH2:19]3)[C:13](=[O:16])[CH:14]=[CH2:15])[N:10]=[CH:11][C:4]=12.[OH:24][CH:25]([C:30]1[CH:31]=[CH:32][C:33]([CH:36]=[O:37])=[N:34][CH:35]=1)[C:26]([OH:29])([CH3:28])[CH3:27].C(N(CC)CC)C.O1CCCC1, predict the reaction product. The product is: [OH:24][CH:25]([C:30]1[CH:31]=[CH:32][C:33]([C:36](=[O:37])[CH2:15][CH2:14][C:13](=[O:16])[CH:12]([N:9]2[C:5]3=[N:6][CH:7]=[CH:8][C:3]([O:2][CH3:1])=[C:4]3[CH:11]=[N:10]2)[CH2:17][CH:18]2[CH2:23][CH2:22][O:21][CH2:20][CH2:19]2)=[N:34][CH:35]=1)[C:26]([OH:29])([CH3:27])[CH3:28]. (4) Given the reactants [C:1]1([CH2:9][C:10](OCC)=[O:11])([CH2:4][C:5](OC)=[O:6])[CH2:3][CH2:2]1.[H-].[Al+3].[Li+].[H-].[H-].[H-].C(O)(C)C.Cl, predict the reaction product. The product is: [C:1]1([CH2:9][CH2:10][OH:11])([CH2:4][CH2:5][OH:6])[CH2:3][CH2:2]1. (5) Given the reactants I[C:2]1[CH:7]=[C:6]([CH2:8][C:9]2[N:14]=[CH:13][CH:12]=[CH:11][N:10]=2)[CH:5]=[CH:4][C:3]=1[OH:15].[C:16]([C:18]1[CH:32]=[CH:31][C:21]([CH2:22][N:23]2[CH2:26][CH:25]([C:27]([O:29][CH3:30])=[O:28])[CH2:24]2)=[CH:20][C:19]=1[F:33])#[CH:17], predict the reaction product. The product is: [F:33][C:19]1[CH:20]=[C:21]([CH2:22][N:23]2[CH2:26][CH:25]([C:27]([O:29][CH3:30])=[O:28])[CH2:24]2)[CH:31]=[CH:32][C:18]=1[C:16]1[O:15][C:3]2[CH:4]=[CH:5][C:6]([CH2:8][C:9]3[N:14]=[CH:13][CH:12]=[CH:11][N:10]=3)=[CH:7][C:2]=2[CH:17]=1. (6) Given the reactants [C:1](=[N:14][NH2:15])([C:8]1[CH:13]=[CH:12][CH:11]=[CH:10][CH:9]=1)[C:2]1[CH:7]=[CH:6][CH:5]=[CH:4][CH:3]=1.[CH3:16][C:17]([C:19]1[CH:24]=[CH:23][C:22]([C:25]([F:28])([F:27])[F:26])=[CH:21][CH:20]=1)=O.C(Cl)(Cl)Cl, predict the reaction product. The product is: [C:2]1([C:1]([C:8]2[CH:9]=[CH:10][CH:11]=[CH:12][CH:13]=2)=[N:14][N:15]=[C:17]([C:19]2[CH:20]=[CH:21][C:22]([C:25]([F:26])([F:27])[F:28])=[CH:23][CH:24]=2)[CH3:16])[CH:7]=[CH:6][CH:5]=[CH:4][CH:3]=1. (7) The product is: [Cl:17][C:12]1[C:11]2[C:10]3[C:9](=[C:20]([CH3:21])[O:19][N:18]=3)[C:8](=[O:22])[N:7]([CH:5]3[CH2:6][CH:2]([NH:1][C:24]([NH:23][C:26]4[CH:31]=[CH:30][CH:29]=[CH:28][CH:27]=4)=[O:25])[CH:3]=[CH:4]3)[C:16]=2[CH:15]=[CH:14][CH:13]=1. Given the reactants [NH2:1][CH:2]1[CH2:6][CH:5]([N:7]2[C:16]3[CH:15]=[CH:14][CH:13]=[C:12]([Cl:17])[C:11]=3[C:10]3=[N:18][O:19][C:20]([CH3:21])=[C:9]3[C:8]2=[O:22])[CH:4]=[CH:3]1.[N:23]([C:26]1[CH:31]=[CH:30][CH:29]=[CH:28][CH:27]=1)=[C:24]=[O:25], predict the reaction product. (8) Given the reactants [OH:1][CH2:2][CH:3]([CH2:5][OH:6])[OH:4].[CH3:7][C:8]([CH3:10])=O.CS(O)(=O)=O, predict the reaction product. The product is: [OH:1][CH2:2][CH:3]1[CH2:5][O:6][C:8]([CH3:10])([CH3:7])[O:4]1.